Dataset: Reaction yield outcomes from USPTO patents with 853,638 reactions. Task: Predict the reaction yield, written as a fraction of the theoretical maximum amount of product (1.0 means a 100% yield; for example, 0.34 means a 34% yield). The reactants are C([Sn](CCCC)(CCCC)[C:6]([O:8]CC)=[CH2:7])CCC.Br[C:20]1[CH:25]=[CH:24][C:23]([OH:26])=[C:22]([C:27]([N:29]2[CH2:37][C:36]3[C:31](=[CH:32][CH:33]=[CH:34][CH:35]=3)[CH2:30]2)=[O:28])[CH:21]=1. The catalyst is O1CCOCC1.[Pd].C1(P(C2C=CC=CC=2)C2C=CC=CC=2)C=CC=CC=1.C1(P(C2C=CC=CC=2)C2C=CC=CC=2)C=CC=CC=1.C1(P(C2C=CC=CC=2)C2C=CC=CC=2)C=CC=CC=1.C1(P(C2C=CC=CC=2)C2C=CC=CC=2)C=CC=CC=1. The product is [CH2:30]1[C:31]2[C:36](=[CH:35][CH:34]=[CH:33][CH:32]=2)[CH2:37][N:29]1[C:27]([C:22]1[CH:21]=[C:20]([C:6](=[O:8])[CH3:7])[CH:25]=[CH:24][C:23]=1[OH:26])=[O:28]. The yield is 0.672.